Predict the reaction yield, written as a fraction of the theoretical maximum amount of product (1.0 means a 100% yield; for example, 0.34 means a 34% yield). From a dataset of Reaction yield outcomes from USPTO patents with 853,638 reactions. (1) The catalyst is ClCCl.C(OCC)(=O)C. The yield is 0.490. The reactants are [NH2:1][C:2]1[N:7]=[C:6]([C:8]2[C:9]([Cl:21])=[CH:10][C:11]3[CH2:12]O[CH2:14][C:15]4[C:20]=3[C:19]=2[CH:18]=[CH:17][CH:16]=4)[N:5]=[C:4]([S:22][CH2:23][CH2:24][CH2:25][C:26]([NH2:28])=[O:27])[N:3]=1.B(Br)(Br)Br.O.O.O.O.O.O.O.O.O.[S-2:42].[Na+].[Na+].C(N(C(C)C)C(C)C)C. The product is [NH2:1][C:2]1[N:7]=[C:6]([C:8]2[C:19]3[C:20]4[C:11]([CH2:12][S:42][CH2:14][C:15]=4[CH:16]=[CH:17][CH:18]=3)=[CH:10][C:9]=2[Cl:21])[N:5]=[C:4]([S:22][CH2:23][CH2:24][CH2:25][C:26]([NH2:28])=[O:27])[N:3]=1. (2) The reactants are Cl.[O:2]=[S:3]1(=[O:10])[CH2:8][CH2:7][CH:6]([NH2:9])[CH2:5][CH2:4]1.[Br:11][C:12]1[CH:17]=[CH:16][C:15]([S:18](Cl)(=[O:20])=[O:19])=[CH:14][CH:13]=1. The catalyst is C(Cl)Cl.Cl. The product is [Br:11][C:12]1[CH:17]=[CH:16][C:15]([S:18]([NH:9][CH:6]2[CH2:7][CH2:8][S:3](=[O:10])(=[O:2])[CH2:4][CH2:5]2)(=[O:20])=[O:19])=[CH:14][CH:13]=1. The yield is 0.820.